Dataset: Merck oncology drug combination screen with 23,052 pairs across 39 cell lines. Task: Regression. Given two drug SMILES strings and cell line genomic features, predict the synergy score measuring deviation from expected non-interaction effect. (1) Drug 1: O=C(O)C1(Cc2cccc(Nc3nccs3)n2)CCC(Oc2cccc(Cl)c2F)CC1. Drug 2: CCc1cnn2c(NCc3ccc[n+]([O-])c3)cc(N3CCCCC3CCO)nc12. Cell line: OCUBM. Synergy scores: synergy=-8.83. (2) Drug 2: Cn1cc(-c2cnn3c(N)c(Br)c(C4CCCNC4)nc23)cn1. Synergy scores: synergy=26.9. Cell line: HT144. Drug 1: COc1cc(C2c3cc4c(cc3C(OC3OC5COC(C)OC5C(O)C3O)C3COC(=O)C23)OCO4)cc(OC)c1O. (3) Drug 1: CCN(CC)CCNC(=O)c1c(C)[nH]c(C=C2C(=O)Nc3ccc(F)cc32)c1C. Drug 2: CCc1c2c(nc3ccc(O)cc13)-c1cc3c(c(=O)n1C2)COC(=O)C3(O)CC. Cell line: SW620. Synergy scores: synergy=-1.17. (4) Drug 1: CC(C)CC(NC(=O)C(Cc1ccccc1)NC(=O)c1cnccn1)B(O)O. Drug 2: CCc1c2c(nc3ccc(O)cc13)-c1cc3c(c(=O)n1C2)COC(=O)C3(O)CC. Cell line: A2780. Synergy scores: synergy=-22.7.